From a dataset of Reaction yield outcomes from USPTO patents with 853,638 reactions. Predict the reaction yield, written as a fraction of the theoretical maximum amount of product (1.0 means a 100% yield; for example, 0.34 means a 34% yield). (1) The reactants are [Br:1][C:2]1[CH:3]=[N:4][N:5]([CH2:7][CH2:8][CH2:9][C:10]([OH:12])=O)[CH:6]=1.[F:13][C:14]1[CH:15]=[CH:16][C:17]([O:23][CH3:24])=[C:18]([CH:22]=1)[CH2:19][NH:20][CH3:21]. No catalyst specified. The product is [Br:1][C:2]1[CH:3]=[N:4][N:5]([CH2:7][CH2:8][CH2:9][C:10]([N:20]([CH2:19][C:18]2[CH:22]=[C:14]([F:13])[CH:15]=[CH:16][C:17]=2[O:23][CH3:24])[CH3:21])=[O:12])[CH:6]=1. The yield is 0.660. (2) The reactants are [Cl:1][C:2]1[CH:3]=[C:4]([CH:6]=[C:7]([Cl:9])[CH:8]=1)[NH2:5].Br.Br[CH:12]([C:14]1[CH:15]=[C:16]([C:31]([N:33]([CH3:35])[CH3:34])=[O:32])[CH:17]=[C:18]2[C:23]=1[O:22][C:21]([N:24]1[CH2:29][CH2:28][O:27][CH2:26][CH2:25]1)=[CH:20][C:19]2=[O:30])[CH3:13]. No catalyst specified. The product is [Cl:1][C:2]1[CH:3]=[C:4]([NH:5][CH:12]([C:14]2[CH:15]=[C:16]([C:31]([N:33]([CH3:35])[CH3:34])=[O:32])[CH:17]=[C:18]3[C:23]=2[O:22][C:21]([N:24]2[CH2:29][CH2:28][O:27][CH2:26][CH2:25]2)=[CH:20][C:19]3=[O:30])[CH3:13])[CH:6]=[C:7]([Cl:9])[CH:8]=1. The yield is 0.750.